Predict the reaction yield, written as a fraction of the theoretical maximum amount of product (1.0 means a 100% yield; for example, 0.34 means a 34% yield). From a dataset of Reaction yield outcomes from USPTO patents with 853,638 reactions. (1) The reactants are [CH2:1]([O:8][C:9]1[CH:18]=[C:17]2[C:12]([C:13](=O)[NH:14][CH:15]=[N:16]2)=[CH:11][CH:10]=1)[C:2]1[CH:7]=[CH:6][CH:5]=[CH:4][CH:3]=1.S(Cl)([Cl:22])=O. The catalyst is CN(C=O)C. The product is [CH2:1]([O:8][C:9]1[CH:18]=[C:17]2[C:12]([C:13]([Cl:22])=[N:14][CH:15]=[N:16]2)=[CH:11][CH:10]=1)[C:2]1[CH:7]=[CH:6][CH:5]=[CH:4][CH:3]=1. The yield is 0.890. (2) The reactants are [NH2:1][CH2:2][CH2:3][CH2:4][CH2:5][C:6]1[CH:22]=[CH:21][C:9]([O:10][CH2:11][C:12]([NH:14][C:15]2[CH:20]=[CH:19][CH:18]=[CH:17][CH:16]=2)=[O:13])=[CH:8][CH:7]=1.C(N(CC)CC)C.I.[NH2:31][C:32]1[C:33]([C:40]([NH:42][C:43](=[NH:46])SC)=[O:41])=[N:34][C:35]([Cl:39])=[C:36]([NH2:38])[N:37]=1. The catalyst is C(O)C. The product is [NH2:31][C:32]1[C:33]([C:40]([N:42]=[C:43]([NH2:46])[NH:1][CH2:2][CH2:3][CH2:4][CH2:5][C:6]2[CH:22]=[CH:21][C:9]([O:10][CH2:11][C:12]([NH:14][C:15]3[CH:16]=[CH:17][CH:18]=[CH:19][CH:20]=3)=[O:13])=[CH:8][CH:7]=2)=[O:41])=[N:34][C:35]([Cl:39])=[C:36]([NH2:38])[N:37]=1. The yield is 0.670.